Dataset: Catalyst prediction with 721,799 reactions and 888 catalyst types from USPTO. Task: Predict which catalyst facilitates the given reaction. (1) Reactant: Br[C:2]1[CH:3]=[C:4]2[C:9](=[N:10][CH:11]=1)[N:8]([C:12]([NH2:14])=[O:13])[CH2:7][CH2:6][CH2:5]2.[C:15]([O:19][C:20](=[O:38])[NH:21][CH2:22][C:23]1[CH:24]=[N:25][CH:26]=[C:27](B2OC(C)(C)C(C)(C)O2)[CH:28]=1)([CH3:18])([CH3:17])[CH3:16].C([O-])([O-])=O.[Na+].[Na+].CCOC(C)=O. Product: [C:15]([O:19][C:20](=[O:38])[NH:21][CH2:22][C:23]1[CH:24]=[N:25][CH:26]=[C:27]([C:2]2[CH:11]=[N:10][C:9]3[N:8]([C:12](=[O:13])[NH2:14])[CH2:7][CH2:6][CH2:5][C:4]=3[CH:3]=2)[CH:28]=1)([CH3:18])([CH3:16])[CH3:17]. The catalyst class is: 38. (2) Reactant: [CH3:1][C:2]1[N:7]=[C:6]([C:8]2[CH:13]=[CH:12][CH:11]=[C:10]([C:14]3[CH:15]=[C:16]([S:20](Cl)(=[O:22])=[O:21])[CH:17]=[CH:18][CH:19]=3)[N:9]=2)[CH:5]=[C:4]([C:24]2[CH:29]=[CH:28][C:27]([C:30]([F:33])([F:32])[F:31])=[CH:26][CH:25]=2)[CH:3]=1.[CH:34]1([NH:37][CH3:38])[CH2:36][CH2:35]1. Product: [CH:34]1([N:37]([CH3:38])[S:20]([C:16]2[CH:17]=[CH:18][CH:19]=[C:14]([C:10]3[N:9]=[C:8]([C:6]4[CH:5]=[C:4]([C:24]5[CH:25]=[CH:26][C:27]([C:30]([F:33])([F:32])[F:31])=[CH:28][CH:29]=5)[CH:3]=[C:2]([CH3:1])[N:7]=4)[CH:13]=[CH:12][CH:11]=3)[CH:15]=2)(=[O:22])=[O:21])[CH2:36][CH2:35]1. The catalyst class is: 49. (3) Reactant: [CH3:1][S:2]([OH:5])(=[O:4])=[O:3].[Cl:6][C:7]1[C:8]([CH3:42])=[C:9]([NH:13][C:14]([C:16]2[C:24]3[N:23]=[C:22]([C:25]4([CH3:28])[CH2:27][CH2:26]4)[NH:21][C:20]=3[CH:19]=[C:18]([NH:29][C:30]([C:32]3[CH:37]=[CH:36][CH:35]=[CH:34][C:33]=3[C:38]([F:41])([F:40])[F:39])=[O:31])[CH:17]=2)=[O:15])[CH:10]=[CH:11][CH:12]=1. Product: [CH3:1][S:2]([OH:5])(=[O:4])=[O:3].[Cl:6][C:7]1[C:8]([CH3:42])=[C:9]([NH:13][C:14]([C:16]2[C:24]3[N:23]=[C:22]([C:25]4([CH3:28])[CH2:27][CH2:26]4)[NH:21][C:20]=3[CH:19]=[C:18]([NH:29][C:30]([C:32]3[CH:37]=[CH:36][CH:35]=[CH:34][C:33]=3[C:38]([F:39])([F:40])[F:41])=[O:31])[CH:17]=2)=[O:15])[CH:10]=[CH:11][CH:12]=1. The catalyst class is: 5.